Dataset: Catalyst prediction with 721,799 reactions and 888 catalyst types from USPTO. Task: Predict which catalyst facilitates the given reaction. Reactant: [CH2:1]([O:3][C:4](=[O:13])[C:5]1[CH:10]=[CH:9][C:8]([OH:11])=[CH:7][C:6]=1[Cl:12])[CH3:2].C(=O)([O-])[O-].[K+].[K+].Br[CH2:21][C:22]1[CH:27]=[CH:26][CH:25]=[CH:24][CH:23]=1. The catalyst class is: 311. Product: [CH2:1]([O:3][C:4](=[O:13])[C:5]1[CH:10]=[CH:9][C:8]([O:11][CH2:21][C:22]2[CH:27]=[CH:26][CH:25]=[CH:24][CH:23]=2)=[CH:7][C:6]=1[Cl:12])[CH3:2].